From a dataset of Full USPTO retrosynthesis dataset with 1.9M reactions from patents (1976-2016). Predict the reactants needed to synthesize the given product. (1) Given the product [CH3:1][O:2][C:3](=[O:18])[C:4]1[CH:9]=[C:8]([O:10][CH3:11])[CH:7]=[C:6]([CH2:12][C:19]#[N:20])[CH:5]=1, predict the reactants needed to synthesize it. The reactants are: [CH3:1][O:2][C:3](=[O:18])[C:4]1[CH:9]=[C:8]([O:10][CH3:11])[CH:7]=[C:6]([CH2:12]OS(C)(=O)=O)[CH:5]=1.[C-:19]#[N:20].[K+].O. (2) Given the product [Si:1]([O:8][C@H:9]1[CH2:18][C:17]([CH3:20])([CH3:19])[CH2:16][C:15]2[N:14]=[C:13]([CH:21]([CH3:23])[CH3:22])[C:12]([C@@H:24]([C:26]3[CH:27]=[N:28][C:29]([C:32]([F:35])([F:34])[F:33])=[CH:30][CH:31]=3)[OH:25])=[C:11]([C:40]3[CH2:41][CH2:42][O:37][CH2:38][CH:39]=3)[C:10]1=2)([C:4]([CH3:7])([CH3:6])[CH3:5])([CH3:3])[CH3:2], predict the reactants needed to synthesize it. The reactants are: [Si:1]([O:8][C@H:9]1[CH2:18][C:17]([CH3:20])([CH3:19])[CH2:16][C:15]2[N:14]=[C:13]([CH:21]([CH3:23])[CH3:22])[C:12]([C@@H:24]([C:26]3[CH:27]=[N:28][C:29]([C:32]([F:35])([F:34])[F:33])=[CH:30][CH:31]=3)[OH:25])=[C:11](I)[C:10]1=2)([C:4]([CH3:7])([CH3:6])[CH3:5])([CH3:3])[CH3:2].[O:37]1[CH2:42][CH:41]=[C:40](B2OC(C)(C)C(C)(C)O2)[CH2:39][CH2:38]1. (3) Given the product [CH2:1]([O:8][C:9]1[C:10]([O:32][CH3:33])=[CH:11][C:12]2[CH2:15][CH2:16][CH2:17][NH:18][CH:19]([CH2:20][C:21]3[CH:26]=[CH:25][C:24]([O:27][CH3:28])=[C:23]([O:29][CH3:30])[CH:22]=3)[C:13]=2[CH:14]=1)[C:2]1[CH:7]=[CH:6][CH:5]=[CH:4][CH:3]=1, predict the reactants needed to synthesize it. The reactants are: [CH2:1]([O:8][C:9]1[CH:14]=[CH:13][C:12]([CH2:15][CH2:16][CH2:17][NH:18][C:19](=O)[CH2:20][C:21]2[CH:26]=[CH:25][C:24]([O:27][CH3:28])=[C:23]([O:29][CH3:30])[CH:22]=2)=[CH:11][C:10]=1[O:32][CH3:33])[C:2]1[CH:7]=[CH:6][CH:5]=[CH:4][CH:3]=1.O=P(Cl)(Cl)Cl.[BH4-].[Na+].O.